From a dataset of Experimentally validated miRNA-target interactions with 360,000+ pairs, plus equal number of negative samples. Binary Classification. Given a miRNA mature sequence and a target amino acid sequence, predict their likelihood of interaction. The miRNA is hsa-miR-339-5p with sequence UCCCUGUCCUCCAGGAGCUCACG. The protein sequence of the target gene is MRRDVNGVTKSRFEMFSNSDEAVINKKLPKELLLRIFSFLDVVTLCRCAQVSRAWNVLALDGSNWQRIDLFDFQRDIEGRVVENISKRCGGFLRKLSLRGCLGVGDNALRTFAQNCRNIEVLSLNGCTKTTDATCTSLSKFCSKLRHLDLASCTSITNMSLKALSEGCPLLEQLNISWCDQVTKDGIQALVRGCGGLKALFLKGCTQLEDEALKYIGAHCPELVTLNLQTCLQITDEGLITICRGCHKLQSLCASGCSNITDAILNALGQNCPRLRILEVARCSQLTDVGFTTLARNCHE.... Result: 0 (no interaction).